Dataset: Full USPTO retrosynthesis dataset with 1.9M reactions from patents (1976-2016). Task: Predict the reactants needed to synthesize the given product. (1) Given the product [CH2:27]([C:29]1[N:34]=[C:33]([N:35]2[CH2:36][CH2:37][N:38]([C:41](=[O:42])[CH2:19][C:20]3[CH:25]=[CH:24][CH:23]=[CH:22][CH:21]=3)[CH2:39][CH2:40]2)[C:32]2[CH:48]=[C:49]([CH2:51][CH3:52])[S:50][C:31]=2[N:30]=1)[CH3:28], predict the reactants needed to synthesize it. The reactants are: C(C1NC2C(=NC=NC=2N2CCN(C(=O)[CH2:19][C:20]3[CH:25]=[CH:24][CH:23]=[CH:22][CH:21]=3)CC2)N=1)C.[CH2:27]([C:29]1[N:34]=[C:33]([N:35]2[CH2:40][CH2:39][N:38]([C:41](OC(C)(C)C)=[O:42])[CH2:37][CH2:36]2)[C:32]2[CH:48]=[C:49]([CH2:51][CH3:52])[S:50][C:31]=2[N:30]=1)[CH3:28]. (2) Given the product [Cl:41][C:37]1[CH:36]=[C:35]([C@@H:33]([OH:34])[CH2:32][NH:8][CH2:9][CH2:10][C:11]2[CH:12]=[CH:13][C:14]([O:15][CH2:16][C:17]3[CH:18]=[C:19]([CH:27]=[CH:28][CH:29]=3)[O:20][CH2:21][C:22]([O:24][CH2:25][CH3:26])=[O:23])=[CH:30][CH:31]=2)[CH:40]=[CH:39][CH:38]=1, predict the reactants needed to synthesize it. The reactants are: C(OC([N:8]([CH2:32][C@@H:33]([C:35]1[CH:40]=[CH:39][CH:38]=[C:37]([Cl:41])[CH:36]=1)[OH:34])[CH2:9][CH2:10][C:11]1[CH:31]=[CH:30][C:14]([O:15][CH2:16][C:17]2[CH:18]=[C:19]([CH:27]=[CH:28][CH:29]=2)[O:20][CH2:21][C:22]([O:24][CH2:25][CH3:26])=[O:23])=[CH:13][CH:12]=1)=O)(C)(C)C.Cl. (3) Given the product [C:12]([O:11][C:25](=[O:26])[NH:23][CH:24]1[CH2:7][CH2:2][N:3]([C:2]2[C:7]([Cl:8])=[N:6][CH:5]=[CH:4][N:3]=2)[CH2:4]1)([CH3:15])([CH3:14])[CH3:13], predict the reactants needed to synthesize it. The reactants are: Cl[C:2]1[C:7]([Cl:8])=[N:6][CH:5]=[CH:4][N:3]=1.C(C1CCN(N)C1)([O:11][C:12]([CH3:15])([CH3:14])[CH3:13])=O.C[N:23]([CH:25]=[O:26])[CH3:24]. (4) Given the product [Br:1][C:2]1[CH:3]=[C:4]([C:7]([Cl:12])=[O:9])[O:5][CH:6]=1, predict the reactants needed to synthesize it. The reactants are: [Br:1][C:2]1[CH:3]=[C:4]([C:7]([OH:9])=O)[O:5][CH:6]=1.O=S(Cl)[Cl:12]. (5) Given the product [S:12]1[C:16]2[CH:17]=[CH:18][CH:19]=[C:20]([O:21][C:3]3[CH:4]=[CH:5][C:6]([NH2:8])=[CH:7][C:2]=3[Br:1])[C:15]=2[CH:14]=[N:13]1, predict the reactants needed to synthesize it. The reactants are: [Br:1][C:2]1[CH:7]=[C:6]([N+:8]([O-])=O)[CH:5]=[CH:4][C:3]=1F.[S:12]1[C:16]2=[CH:17][CH:18]=[CH:19][C:20]([OH:21])=[C:15]2[CH:14]=[N:13]1.C(=O)([O-])[O-].[K+].[K+].Cl.[OH-].[Na+]. (6) Given the product [NH2:1][C@H:2]([CH2:19][CH:20]([CH3:22])[CH3:21])[C:3]([NH:5][C:6]1[CH:11]=[CH:10][C:9]([C:12]2[O:16][CH:15]=[N:14][CH:13]=2)=[C:8]([OH:17])[CH:7]=1)=[O:4], predict the reactants needed to synthesize it. The reactants are: [NH2:1][C@H:2]([CH2:19][CH:20]([CH3:22])[CH3:21])[C:3]([NH:5][C:6]1[CH:11]=[CH:10][C:9]([C:12]2[O:16][CH:15]=[N:14][CH:13]=2)=[C:8]([O:17]C)[CH:7]=1)=[O:4].B(Br)(Br)Br.C([O-])(O)=O.[Na+].C(O)(C(F)(F)F)=O.